This data is from Catalyst prediction with 721,799 reactions and 888 catalyst types from USPTO. The task is: Predict which catalyst facilitates the given reaction. (1) Reactant: [Cl:1][C:2]1[CH:25]=[CH:24][C:5]([CH2:6][NH:7][C:8]([C:10]2[C:11](=[O:23])[C:12]3[S:19][C:18]([CH2:20]Cl)=[C:17]([CH3:22])[C:13]=3[N:14]([CH3:16])[CH:15]=2)=[O:9])=[CH:4][CH:3]=1.Cl.Cl.[CH3:28][NH:29][CH2:30][CH:31]([C:33]1[NH:37][N:36]=[CH:35][CH:34]=1)[OH:32].C(N(C(C)C)CC)(C)C. Product: [Cl:1][C:2]1[CH:25]=[CH:24][C:5]([CH2:6][NH:7][C:8]([C:10]2[C:11](=[O:23])[C:12]3[S:19][C:18]([CH2:20][N:29]([CH2:30][CH:31]([OH:32])[C:33]4[NH:37][N:36]=[CH:35][CH:34]=4)[CH3:28])=[C:17]([CH3:22])[C:13]=3[N:14]([CH3:16])[CH:15]=2)=[O:9])=[CH:4][CH:3]=1. The catalyst class is: 18. (2) Reactant: [CH:1]([C:4]1[CH:9]=[CH:8][CH:7]=[CH:6][C:5]=1[N:10]1[C:18]2[C:13](=[CH:14][CH:15]=[CH:16][CH:17]=2)[C:12]([C:19]([O:21]C)=[O:20])=[CH:11]1)([CH3:3])[CH3:2].[OH-].[Na+]. Product: [CH:1]([C:4]1[CH:9]=[CH:8][CH:7]=[CH:6][C:5]=1[N:10]1[C:18]2[C:13](=[CH:14][CH:15]=[CH:16][CH:17]=2)[C:12]([C:19]([OH:21])=[O:20])=[CH:11]1)([CH3:3])[CH3:2]. The catalyst class is: 32. (3) Reactant: [CH3:1][O:2][C:3]12[CH2:10][CH2:9][CH:6]([CH:7]=[CH:8]1)[CH2:5][C:4]2=[O:11]. Product: [CH3:1][O:2][C:3]12[CH2:8][CH2:7][CH:6]([CH2:9][CH2:10]1)[CH2:5][C:4]2=[O:11]. The catalyst class is: 94. (4) Reactant: [NH2:1][C@@H:2]([CH2:8][C@H:9]([CH2:13][O:14][CH2:15][C:16]1[CH:21]=[CH:20][CH:19]=[CH:18][CH:17]=1)[CH:10]([CH3:12])[CH3:11])[C:3]([O:5][CH2:6][CH3:7])=[O:4].CCN(CC)CC.[CH3:29][C:30]([O:33][C:34](O[C:34]([O:33][C:30]([CH3:32])([CH3:31])[CH3:29])=[O:35])=[O:35])([CH3:32])[CH3:31]. Product: [CH2:15]([O:14][CH2:13][C@H:9]([CH:10]([CH3:12])[CH3:11])[CH2:8][C@H:2]([NH:1][C:34]([O:33][C:30]([CH3:32])([CH3:31])[CH3:29])=[O:35])[C:3]([O:5][CH2:6][CH3:7])=[O:4])[C:16]1[CH:17]=[CH:18][CH:19]=[CH:20][CH:21]=1. The catalyst class is: 2. (5) Reactant: [Cl:1][C:2]1[CH:3]=[CH:4][C:5]([N+:9]([O-:11])=[O:10])=[C:6]([CH:8]=1)[NH2:7].C1C(=O)N([I:19])C(=O)C1. Product: [Cl:1][C:2]1[C:3]([I:19])=[CH:4][C:5]([N+:9]([O-:11])=[O:10])=[C:6]([CH:8]=1)[NH2:7]. The catalyst class is: 52. (6) Product: [CH3:21][O:20][C:13]1[CH:12]=[C:11]([N:3]2[CH2:8][CH2:7][C:6](=[O:9])[CH2:5][CH2:4]2)[CH:16]=[CH:15][C:14]=1[N+:17]([O-:19])=[O:18]. The catalyst class is: 3. Reactant: O.Cl.[NH:3]1[CH2:8][CH2:7][C:6](=[O:9])[CH2:5][CH2:4]1.F[C:11]1[CH:16]=[CH:15][C:14]([N+:17]([O-:19])=[O:18])=[C:13]([O:20][CH3:21])[CH:12]=1.C(=O)([O-])[O-].[K+].[K+]. (7) Reactant: [CH3:1][O:2][C:3]([NH:5][C@H:6]([C:11]([N:13]1[CH2:17][C@@H:16]([CH3:18])[CH2:15][C@H:14]1[C:19]1[NH:20][C:21]([C:24]2[CH:29]=[C:28]3[CH2:30][O:31][C:32]4[CH:59]=[C:58]5[C:35]([CH:36]=[CH:37][C:38]6[N:42]=[C:41]([C@@H:43]7[CH2:47][C@H:46]([CH2:48][O:49][CH3:50])[CH2:45][N:44]7[C:51](OC(C)(C)C)=[O:52])[NH:40][C:39]=65)=[CH:34][C:33]=4[C:27]3=[CH:26][CH:25]=2)=[CH:22][N:23]=1)=[O:12])[C@@H:7]([CH2:9][CH3:10])[CH3:8])=[O:4].[CH3:60][O:61][C:62]([NH:64][C@H:65]([C:69]1[CH:74]=[CH:73][CH:72]=[CH:71][CH:70]=1)C(O)=O)=[O:63].CCOC(C(C#N)=NOC(N1CCOCC1)=[N+](C)C)=O.F[P-](F)(F)(F)(F)F.C(N(C(C)C)CC)(C)C. Product: [CH3:60][O:61][C:62](=[O:63])[NH:64][C@H:65]([C:69]1[CH:74]=[CH:73][CH:72]=[CH:71][CH:70]=1)[C:51]([N:44]1[CH2:45][C@@H:46]([CH2:48][O:49][CH3:50])[CH2:47][C@H:43]1[C:41]1[NH:40][C:39]2[C:58]3[C:35]([CH:36]=[CH:37][C:38]=2[N:42]=1)=[CH:34][C:33]1[C:27]2[C:28]([CH2:30][O:31][C:32]=1[CH:59]=3)=[CH:29][C:24]([C:21]1[NH:20][C:19]([C@@H:14]3[CH2:15][C@H:16]([CH3:18])[CH2:17][N:13]3[C:11](=[O:12])[C@@H:6]([NH:5][C:3]([O:2][CH3:1])=[O:4])[C@H:7]([CH3:8])[CH2:9][CH3:10])=[N:23][CH:22]=1)=[CH:25][CH:26]=2)=[O:52]. The catalyst class is: 422.